From a dataset of Forward reaction prediction with 1.9M reactions from USPTO patents (1976-2016). Predict the product of the given reaction. (1) Given the reactants [C:1]([O:5][C:6]([N:8]1[CH2:13][CH2:12][N:11]([C:14]([O:16][CH2:17][C:18]2[CH:23]=[CH:22][CH:21]=[CH:20][CH:19]=2)=[O:15])[CH2:10][C@H:9]1[C:24](OCC)=[O:25])=[O:7])([CH3:4])([CH3:3])[CH3:2].[BH4-].[Li+].Cl.[Cl-].[Na+], predict the reaction product. The product is: [C:1]([O:5][C:6]([N:8]1[CH2:13][CH2:12][N:11]([C:14]([O:16][CH2:17][C:18]2[CH:19]=[CH:20][CH:21]=[CH:22][CH:23]=2)=[O:15])[CH2:10][C@H:9]1[CH2:24][OH:25])=[O:7])([CH3:4])([CH3:3])[CH3:2]. (2) Given the reactants [SH:1][C:2]1[N:3]([CH3:15])[C:4]([C:7]2[CH:12]=[CH:11][N:10]([CH3:13])[C:9](=[O:14])[CH:8]=2)=[N:5][N:6]=1.[OH-].[Na+].[CH2:18](O)C.IC, predict the reaction product. The product is: [CH3:13][N:10]1[CH:11]=[CH:12][C:7]([C:4]2[N:3]([CH3:15])[C:2]([S:1][CH3:18])=[N:6][N:5]=2)=[CH:8][C:9]1=[O:14].